From a dataset of Reaction yield outcomes from USPTO patents with 853,638 reactions. Predict the reaction yield, written as a fraction of the theoretical maximum amount of product (1.0 means a 100% yield; for example, 0.34 means a 34% yield). (1) The reactants are [NH2:1][C:2]1[C:7]2=[C:8]([C:18]3[CH:23]=[CH:22][C:21]([N+:24]([O-])=O)=[CH:20][CH:19]=3)[C:9](/[CH:11]=[CH:12]/[C:13]([O:15][CH2:16][CH3:17])=[O:14])=[CH:10][N:6]2[N:5]=[CH:4][N:3]=1. The catalyst is C(O)(=O)C.O=[Pt]=O. The product is [NH2:1][C:2]1[C:7]2=[C:8]([C:18]3[CH:19]=[CH:20][C:21]([NH2:24])=[CH:22][CH:23]=3)[C:9]([CH2:11][CH2:12][C:13]([O:15][CH2:16][CH3:17])=[O:14])=[CH:10][N:6]2[N:5]=[CH:4][N:3]=1. The yield is 0.900. (2) The reactants are [CH2:1]([N:8]1[C:16]2[C:15](=[O:17])[NH:14][C:13](=[O:18])[N:12]([CH2:19][O:20][CH2:21][CH2:22][Si:23]([CH3:26])([CH3:25])[CH3:24])[C:11]=2[N:10]=[CH:9]1)[C:2]1[CH:7]=[CH:6][CH:5]=[CH:4][CH:3]=1.C1C(=O)N([Cl:34])C(=O)C1. The catalyst is CN(C=O)C.C(OCC)(=O)C.O. The yield is 0.779. The product is [CH2:1]([N:8]1[C:16]2[C:15](=[O:17])[NH:14][C:13](=[O:18])[N:12]([CH2:19][O:20][CH2:21][CH2:22][Si:23]([CH3:26])([CH3:25])[CH3:24])[C:11]=2[N:10]=[C:9]1[Cl:34])[C:2]1[CH:7]=[CH:6][CH:5]=[CH:4][CH:3]=1. (3) The reactants are [Cl:1][C:2]1[CH:7]=[C:6](Cl)[N:5]2[N:9]=[C:10]([C:12]3[CH:17]=[CH:16][CH:15]=[CH:14][CH:13]=3)[CH:11]=[C:4]2[N:3]=1.Cl.[OH:19][CH:20]1[CH2:23][NH:22][CH2:21]1.C(=O)([O-])[O-].[K+].[K+]. The catalyst is O1CCOCC1. The product is [Cl:1][C:2]1[CH:7]=[C:6]([N:22]2[CH2:23][CH:20]([OH:19])[CH2:21]2)[N:5]2[N:9]=[C:10]([C:12]3[CH:17]=[CH:16][CH:15]=[CH:14][CH:13]=3)[CH:11]=[C:4]2[N:3]=1. The yield is 0.580. (4) The reactants are [F:1][C:2]1[CH:7]=[CH:6][C:5]([C:8]2[C:13]([C:14]([O:16][CH3:17])=[O:15])=[C:12]([CH:18]([CH3:20])[CH3:19])[N:11]=[C:10](OS(C(F)(F)F)(=O)=O)[N:9]=2)=[CH:4][CH:3]=1.[CH3:29][NH:30][S:31]([CH3:34])(=[O:33])=[O:32].C(=O)([O-])[O-].[K+].[K+].C(OCCCC)(=O)C. The catalyst is CC(C)=O.O. The product is [F:1][C:2]1[CH:7]=[CH:6][C:5]([C:8]2[C:13]([C:14]([O:16][CH3:17])=[O:15])=[C:12]([CH:18]([CH3:20])[CH3:19])[N:11]=[C:10]([N:30]([CH3:29])[S:31]([CH3:34])(=[O:33])=[O:32])[N:9]=2)=[CH:4][CH:3]=1. The yield is 0.780. (5) The reactants are [O:1]1[C:5]2[CH:6]=[CH:7][CH:8]=[CH:9][C:4]=2[CH:3]=[C:2]1[CH2:10]O.N1C=CC=CC=1.P(Br)(Br)[Br:19]. The catalyst is C1(C)C=CC=CC=1. The product is [Br:19][CH2:10][C:2]1[O:1][C:5]2[CH:6]=[CH:7][CH:8]=[CH:9][C:4]=2[CH:3]=1. The yield is 0.550. (6) The reactants are [NH2:1][CH2:2][CH2:3][O:4][C:5]1[CH:6]=[C:7]2[C:12](=[CH:13][CH:14]=1)[CH:11]=[C:10]([CH:15]([CH3:24])[CH2:16][NH:17][S:18]([CH:21]([CH3:23])[CH3:22])(=[O:20])=[O:19])[CH:9]=[CH:8]2.[CH:25](=O)[C:26]1[CH:31]=[CH:30][CH:29]=[CH:28][CH:27]=1.[BH4-].[Na+]. The catalyst is CO.O.C(O)(=O)C. The product is [CH3:22][CH:21]([S:18]([NH:17][CH2:16][CH:15]([C:10]1[CH:9]=[CH:8][C:7]2[C:12](=[CH:13][CH:14]=[C:5]([O:4][CH2:3][CH2:2][NH:1][CH2:25][C:26]3[CH:31]=[CH:30][CH:29]=[CH:28][CH:27]=3)[CH:6]=2)[CH:11]=1)[CH3:24])(=[O:20])=[O:19])[CH3:23]. The yield is 0.540. (7) The reactants are [CH2:1]([O:8][C:9](=[NH:13])[CH2:10][C:11]#[N:12])[C:2]1[CH:7]=[CH:6][CH:5]=[CH:4][CH:3]=1.[O:14]([C:21]([N:23]=[C:24]=[S:25])=[O:22])[C:15]1[CH:20]=[CH:19][CH:18]=[CH:17][CH:16]=1. The catalyst is C(#N)C. The product is [CH2:1]([O:8][C:9](=[NH:13])[C:10]([C:11]#[N:12])=[C:24]([SH:25])[NH:23][C:21]([O:14][C:15]1[CH:20]=[CH:19][CH:18]=[CH:17][CH:16]=1)=[O:22])[C:2]1[CH:7]=[CH:6][CH:5]=[CH:4][CH:3]=1. The yield is 0.420. (8) The reactants are [Cl:1][C:2]1[CH:3]=[CH:4][C:5]([CH3:8])=[N:6][CH:7]=1.[Br:9]N1C(=O)CCC1=O.N(C(C)(C)C#N)=NC(C)(C)C#N. The catalyst is C(Cl)(Cl)(Cl)Cl. The product is [Br:9][CH2:8][C:5]1[CH:4]=[CH:3][C:2]([Cl:1])=[CH:7][N:6]=1. The yield is 0.600. (9) The reactants are [N+:1]([C:4]1[CH:5]=[CH:6][C:7]2[NH:12][C:11](=[O:13])[CH2:10][O:9][C:8]=2[CH:14]=1)([O-:3])=[O:2].C(=O)([O-])[O-].[K+].[K+].I[CH2:22][CH3:23].O. The catalyst is CN(C=O)C. The product is [CH2:22]([N:12]1[C:11](=[O:13])[CH2:10][O:9][C:8]2[CH:14]=[C:4]([N+:1]([O-:3])=[O:2])[CH:5]=[CH:6][C:7]1=2)[CH3:23]. The yield is 0.980. (10) The reactants are [CH2:1]([C@@H:3]1[CH2:24][O:23][C:6]2=[C:7]3[C:12](=[CH:13][CH:14]=[C:5]2[NH:4]1)[N:11]=[C:10]([O:15][CH:16]([CH3:18])[CH3:17])[CH:9]=[C:8]3[C:19]([F:22])([F:21])[F:20])[CH3:2].C([O-])([O-])=O.[K+].[K+].[CH2:31](Br)[CH:32]=[CH2:33].O. The catalyst is CN(C=O)C.CCCCCC.CCOC(C)=O. The product is [CH2:33]([N:4]1[C:5]2[C:6](=[C:7]3[C:12](=[CH:13][CH:14]=2)[N:11]=[C:10]([O:15][CH:16]([CH3:18])[CH3:17])[CH:9]=[C:8]3[C:19]([F:21])([F:22])[F:20])[O:23][CH2:24][C@H:3]1[CH2:1][CH3:2])[CH:32]=[CH2:31]. The yield is 0.860.